Dataset: Full USPTO retrosynthesis dataset with 1.9M reactions from patents (1976-2016). Task: Predict the reactants needed to synthesize the given product. (1) Given the product [CH3:5][C:6]1[CH:7]=[C:8]([CH3:9])[N:22]2[N:21]=[C:20]([CH2:23][OH:24])[N:19]=[C:18]2[N:17]=1, predict the reactants needed to synthesize it. The reactants are: CC(O)=O.[CH3:5][C:6](=O)[CH2:7][C:8](=O)[CH3:9].C([O-])(=O)CO.[NH2:17][C:18]1[NH:22][N:21]=[C:20]([CH2:23][OH:24])[N:19]=1. (2) The reactants are: Br[C:2]1[CH:7]=[CH:6][N:5]=[C:4]([O:8][CH2:9][C:10]2[C:15]([F:16])=[CH:14][CH:13]=[CH:12][C:11]=2[F:17])[CH:3]=1.[CH:18]1(B2OC(C)(C)C(C)(C)O2)[CH2:20][CH2:19]1.C(=O)([O-])[O-].[Cs+].[Cs+]. Given the product [CH:18]1([C:2]2[CH:7]=[CH:6][N:5]=[C:4]([O:8][CH2:9][C:10]3[C:15]([F:16])=[CH:14][CH:13]=[CH:12][C:11]=3[F:17])[CH:3]=2)[CH2:20][CH2:19]1, predict the reactants needed to synthesize it. (3) Given the product [CH3:54][O:55][CH2:56][CH2:57][N:58]1[CH2:63][CH2:62][N:61]([C:49]([C:48]2[CH:47]=[CH:46][C:45]([C:43]3[NH:42][C:38]4=[N:39][CH:40]=[CH:41][C:36]([C:33]5[CH:32]=[CH:31][C:30]([O:29][CH3:28])=[CH:35][CH:34]=5)=[C:37]4[N:44]=3)=[CH:53][CH:52]=2)=[O:50])[CH2:60][CH2:59]1, predict the reactants needed to synthesize it. The reactants are: C(N(CC)CC)C.[B-](F)(F)(F)F.CN(C(ON1C(=O)CCC1=O)=[N+](C)C)C.[CH3:28][O:29][C:30]1[CH:35]=[CH:34][C:33]([C:36]2[CH:41]=[CH:40][N:39]=[C:38]3[NH:42][C:43]([C:45]4[CH:53]=[CH:52][C:48]([C:49](O)=[O:50])=[CH:47][CH:46]=4)=[N:44][C:37]=23)=[CH:32][CH:31]=1.[CH3:54][O:55][CH2:56][CH2:57][N:58]1[CH2:63][CH2:62][NH:61][CH2:60][CH2:59]1. (4) Given the product [Br:1][C:2]1[CH:3]=[CH:4][C:5]([C:9]([O:12][CH3:15])([CH3:11])[CH3:10])=[C:6]([O:21][CH3:20])[CH:7]=1, predict the reactants needed to synthesize it. The reactants are: [Br:1][C:2]1[CH:3]=[CH:4][C:5]([C:9]([OH:12])([CH3:11])[CH3:10])=[C:6](O)[CH:7]=1.[H-].[Na+].[CH3:15]I.CN([CH:20]=[O:21])C. (5) Given the product [C:17]1([C:33]2[C:34]3[C:5]([CH3:15])([CH3:6])[C:4]4[C:35](=[CH:13][CH:14]=[CH:2][CH:3]=4)[C:29]=3[CH:30]=[CH:31][CH:32]=2)[CH:22]=[CH:21][C:20]([C:7]2[C:6]3[C:5]([CH3:15])([CH3:16])[C:4]4[C:12](=[CH:13][CH:14]=[CH:2][CH:3]=4)[C:11]=3[CH:10]=[CH:9][CH:8]=2)=[CH:19][CH:18]=1, predict the reactants needed to synthesize it. The reactants are: I[C:2]1[CH:14]=[CH:13][C:12]2[C:11]3[C:6](=[CH:7][CH:8]=[CH:9][CH:10]=3)[C:5]([CH3:16])([CH3:15])[C:4]=2[CH:3]=1.[C:17]1(B(O)O)[CH:22]=[CH:21][C:20](B(O)O)=[CH:19][CH:18]=1.[C:29]1([CH3:35])[CH:34]=[CH:33][CH:32]=[CH:31][CH:30]=1.C(=O)([O-])[O-].[Na+].[Na+]. (6) Given the product [F:13][C:14]1[CH:15]=[CH:16][C:17]([CH2:18][N:19]2[C:23](=[O:24])[N:22]([C:25]3[CH:29]=[C:28]([C:30]([NH:6][CH3:5])=[O:32])[N:27]([CH2:33][C:34]4[CH:39]=[CH:38][C:37]([O:40][CH3:41])=[CH:36][CH:35]=4)[N:26]=3)[CH:21]=[N:20]2)=[CH:42][CH:43]=1, predict the reactants needed to synthesize it. The reactants are: FC1C=C(C=CC=1F)[CH2:5][NH2:6].CN.[F:13][C:14]1[CH:43]=[CH:42][C:17]([CH2:18][N:19]2[C:23](=[O:24])[N:22]([C:25]3[CH:29]=[C:28]([C:30]([OH:32])=O)[N:27]([CH2:33][C:34]4[CH:39]=[CH:38][C:37]([O:40][CH3:41])=[CH:36][CH:35]=4)[N:26]=3)[CH:21]=[N:20]2)=[CH:16][CH:15]=1. (7) Given the product [Cl:37][C:34]1[CH:35]=[C:36]([NH:1][C:2]2[CH:10]=[C:9]([CH3:11])[C:8]3[NH:7][C@H:6]4[CH2:19][CH2:20][NH:21][CH2:22][C@H:5]4[C:4]=3[CH:3]=2)[CH:31]=[CH:32][C:33]=1[Cl:38], predict the reactants needed to synthesize it. The reactants are: [NH2:1][C:2]1[CH:10]=[C:9]([CH3:11])[C:8]2[N:7](C(OC(C)(C)C)=O)[C@H:6]3[CH2:19][CH2:20][N:21](C(OC(C)(C)C)=O)[CH2:22][C@H:5]3[C:4]=2[CH:3]=1.Br[C:31]1[CH:36]=[CH:35][C:34]([Cl:37])=[C:33]([Cl:38])[CH:32]=1. (8) Given the product [CH:1]1([N:6]2[C:10]3[N:11]=[C:12]4[CH2:19][NH:18][CH2:17][CH2:16][N:13]4[C:14](=[O:15])[C:9]=3[CH:8]=[N:7]2)[CH2:5][CH2:4][CH2:3][CH2:2]1, predict the reactants needed to synthesize it. The reactants are: [CH:1]1([N:6]2[C:10]3[N:11]=[C:12]4[CH2:19][N:18](C(OC(C)(C)C)=O)[CH2:17][CH2:16][N:13]4[C:14](=[O:15])[C:9]=3[CH:8]=[N:7]2)[CH2:5][CH2:4][CH2:3][CH2:2]1. (9) Given the product [CH3:15][O:14][C:7]1[CH:6]=[C:5]([C:4]#[C:3][CH2:2][N:16]2[CH2:21][CH2:20][CH2:19][CH2:18][CH2:17]2)[CH:10]=[CH:9][C:8]=1[N+:11]([O-:13])=[O:12], predict the reactants needed to synthesize it. The reactants are: Cl[CH2:2][C:3]#[C:4][C:5]1[CH:10]=[CH:9][C:8]([N+:11]([O-:13])=[O:12])=[C:7]([O:14][CH3:15])[CH:6]=1.[NH:16]1[CH2:21][CH2:20][CH2:19][CH2:18][CH2:17]1. (10) Given the product [Cl:1][C:2]1[CH:7]=[CH:6][C:5]([CH:8]([OH:10])[CH3:9])=[CH:4][C:3]=1[S:11]([CH3:14])(=[O:12])=[O:13], predict the reactants needed to synthesize it. The reactants are: [Cl:1][C:2]1[CH:7]=[CH:6][C:5]([C:8](=[O:10])[CH3:9])=[CH:4][C:3]=1[S:11]([CH3:14])(=[O:13])=[O:12].[BH4-].[Na+].